Dataset: Forward reaction prediction with 1.9M reactions from USPTO patents (1976-2016). Task: Predict the product of the given reaction. (1) Given the reactants Cl[C:2]1[CH:9]=[CH:8][C:5]([CH:6]=[O:7])=[CH:4][CH:3]=1.[C:10]1(B(O)O)[CH:15]=[CH:14][CH:13]=[CH:12][CH:11]=1.[F-].[K+], predict the reaction product. The product is: [CH:6]([C:5]1[CH:8]=[CH:9][C:2]([C:10]2[CH:15]=[CH:14][CH:13]=[CH:12][CH:11]=2)=[CH:3][CH:4]=1)=[O:7]. (2) Given the reactants [C:1]([O:5][C:6](=[O:43])[NH:7][C@H:8]1[CH2:13][CH2:12][C@H:11]([NH:14][C:15]2[N:23]=[C:22]3[C:18]([N:19]=[CH:20][N:21]3[CH:24]3[CH2:28][CH2:27][CH2:26][CH2:25]3)=[C:17]([NH:29][CH:30]3[CH2:35][CH2:34][N:33](CC4C=CC=CC=4)[CH2:32][CH2:31]3)[N:16]=2)[CH2:10][CH2:9]1)([CH3:4])([CH3:3])[CH3:2].C([O-])=O.[NH4+].C(Cl)Cl, predict the reaction product. The product is: [C:1]([O:5][C:6](=[O:43])[NH:7][C@H:8]1[CH2:13][CH2:12][C@H:11]([NH:14][C:15]2[N:23]=[C:22]3[C:18]([N:19]=[CH:20][N:21]3[CH:24]3[CH2:28][CH2:27][CH2:26][CH2:25]3)=[C:17]([NH:29][CH:30]3[CH2:31][CH2:32][NH:33][CH2:34][CH2:35]3)[N:16]=2)[CH2:10][CH2:9]1)([CH3:4])([CH3:2])[CH3:3].